From a dataset of Forward reaction prediction with 1.9M reactions from USPTO patents (1976-2016). Predict the product of the given reaction. (1) Given the reactants C[O:2][C:3](=[O:37])[C:4]1[CH:9]=[CH:8][C:7](/[CH:10]=[CH:11]/[C:12](=[O:36])[N:13]2[CH2:25][C:24]3[C:23](=[O:26])[C:22]4[CH:21]=[CH:20][CH:19]=[CH:18][C:17]=4[NH:16][C:15]=3[CH:14]2[C:27]2[CH:32]=[CH:31][C:30]3[O:33][CH2:34][O:35][C:29]=3[CH:28]=2)=[CH:6][CH:5]=1.[OH-].[Na+].Cl, predict the reaction product. The product is: [O:36]=[C:12]([N:13]1[CH2:25][C:24]2[C:23](=[O:26])[C:22]3[CH:21]=[CH:20][CH:19]=[CH:18][C:17]=3[NH:16][C:15]=2[CH:14]1[C:27]1[CH:32]=[CH:31][C:30]2[O:33][CH2:34][O:35][C:29]=2[CH:28]=1)/[CH:11]=[CH:10]/[C:7]1[CH:6]=[CH:5][C:4]([C:3]([OH:37])=[O:2])=[CH:9][CH:8]=1. (2) Given the reactants Cl[CH2:2][C:3]([C:7]1[CH:12]=[C:11]([F:13])[CH:10]=[C:9]([F:14])[CH:8]=1)([OH:6])[CH2:4]Cl.C(=O)(O)[O-].[Na+].[CH:20]([NH2:24])([CH2:22][CH3:23])[CH3:21], predict the reaction product. The product is: [CH:20]([N:24]1[CH2:4][C:3]([C:7]2[CH:12]=[C:11]([F:13])[CH:10]=[C:9]([F:14])[CH:8]=2)([OH:6])[CH2:2]1)([CH2:22][CH3:23])[CH3:21].